From a dataset of Forward reaction prediction with 1.9M reactions from USPTO patents (1976-2016). Predict the product of the given reaction. (1) Given the reactants [Br:1][C:2]1[C:11]([O:12][Si:13]([C:16]([CH3:19])([CH3:18])[CH3:17])([CH3:15])[CH3:14])=[C:10]2[C:5]([CH:6]=[CH:7][C:8]([CH3:20])=[N:9]2)=[CH:4][CH:3]=1.[O:21]1CCOCC1, predict the reaction product. The product is: [Br:1][C:2]1[C:11]([O:12][Si:13]([C:16]([CH3:17])([CH3:19])[CH3:18])([CH3:14])[CH3:15])=[C:10]2[C:5]([CH:6]=[CH:7][C:8]([CH:20]=[O:21])=[N:9]2)=[CH:4][CH:3]=1. (2) Given the reactants C([O:3][C:4](=[O:31])[C:5]([CH2:24][C:25]1[CH:30]=[CH:29][CH:28]=[CH:27][CH:26]=1)([S:13]([C:16]1[CH:21]=[CH:20][C:19]([O:22][CH3:23])=[CH:18][CH:17]=1)(=[O:15])=[O:14])[CH2:6][C:7]1[CH:12]=[CH:11][CH:10]=[CH:9][CH:8]=1)C, predict the reaction product. The product is: [CH2:24]([C:5]([S:13]([C:16]1[CH:17]=[CH:18][C:19]([O:22][CH3:23])=[CH:20][CH:21]=1)(=[O:14])=[O:15])([CH2:6][C:7]1[CH:12]=[CH:11][CH:10]=[CH:9][CH:8]=1)[C:4]([OH:31])=[O:3])[C:25]1[CH:26]=[CH:27][CH:28]=[CH:29][CH:30]=1. (3) Given the reactants [OH:1][C:2]1[CH:7]=[CH:6][C:5]([CH2:8][C:9]([N:11]2[CH2:16][CH2:15][N:14]([C:17]3[N:24]=[CH:23][CH:22]=[CH:21][C:18]=3[C:19]#[N:20])[CH2:13][CH2:12]2)=[O:10])=[CH:4][CH:3]=1.[H-].[Na+].Br.Br[CH2:29][C:30]1[CH:35]=[CH:34][N:33]=[CH:32][CH:31]=1, predict the reaction product. The product is: [N:33]1[CH:34]=[CH:35][C:30]([CH2:29][O:1][C:2]2[CH:7]=[CH:6][C:5]([CH2:8][C:9]([N:11]3[CH2:12][CH2:13][N:14]([C:17]4[N:24]=[CH:23][CH:22]=[CH:21][C:18]=4[C:19]#[N:20])[CH2:15][CH2:16]3)=[O:10])=[CH:4][CH:3]=2)=[CH:31][CH:32]=1. (4) The product is: [Br:10][C:11]1[C:16]([O:17][CH3:18])=[CH:15][CH:14]=[C:13]([N+:6]([O-:9])=[O:7])[N:12]=1. Given the reactants S(=O)(=O)(O)O.[N+:6]([O-:9])(O)=[O:7].[Br:10][C:11]1[C:16]([O:17][CH3:18])=[CH:15][CH:14]=[CH:13][N:12]=1, predict the reaction product. (5) Given the reactants [Cl:1][C:2]1[CH:3]=[C:4]2[C:19](=[CH:20][CH:21]=1)[C:7]1([CH2:11][CH2:10][N:9](C(OC(C)(C)C)=O)[CH2:8]1)[CH2:6][CH2:5]2, predict the reaction product. The product is: [ClH:1].[Cl:1][C:2]1[CH:3]=[C:4]2[C:19](=[CH:20][CH:21]=1)[C:7]1([CH2:11][CH2:10][NH:9][CH2:8]1)[CH2:6][CH2:5]2. (6) The product is: [C:26]([NH:1][C:2]1[N:7]2[N:8]=[CH:9][CH:10]=[C:6]2[N:5]=[C:4]([NH:11][CH:12]2[CH2:17][CH2:16][CH2:15][N:14]([C:18]([O:20][C:21]([CH3:22])([CH3:24])[CH3:23])=[O:19])[CH2:13]2)[C:3]=1[CH3:25])(=[O:29])[CH:27]=[CH2:28]. Given the reactants [NH2:1][C:2]1[N:7]2[N:8]=[CH:9][CH:10]=[C:6]2[N:5]=[C:4]([NH:11][CH:12]2[CH2:17][CH2:16][CH2:15][N:14]([C:18]([O:20][C:21]([CH3:24])([CH3:23])[CH3:22])=[O:19])[CH2:13]2)[C:3]=1[CH3:25].[C:26](Cl)(=[O:29])[CH:27]=[CH2:28], predict the reaction product. (7) Given the reactants [CH3:1][C:2]([Si:5](Cl)([CH3:7])[CH3:6])([CH3:4])[CH3:3].N1C=CN=C1.[C:14]1([NH:20][CH2:21][CH2:22][OH:23])[CH:19]=[CH:18][CH:17]=[CH:16][CH:15]=1, predict the reaction product. The product is: [Si:5]([O:23][CH2:22][CH2:21][NH:20][C:14]1[CH:19]=[CH:18][CH:17]=[CH:16][CH:15]=1)([C:2]([CH3:4])([CH3:3])[CH3:1])([CH3:7])[CH3:6]. (8) Given the reactants [CH3:1][O:2][C:3]1[CH:8]=[CH:7][C:6]([S:9](Cl)(=[O:11])=[O:10])=[CH:5][C:4]=1[C:13]1[NH:14][C:15](=[S:26])[C:16]2[N:21]([CH3:22])[N:20]=[C:19]([CH2:23][CH2:24][CH3:25])[C:17]=2[N:18]=1.[CH3:27][N:28]1[CH2:33][CH2:32][NH:31][CH2:30][CH2:29]1.C(OC(=O)C)C.C(=O)(O)[O-].[Na+], predict the reaction product. The product is: [CH3:1][O:2][C:3]1[CH:8]=[CH:7][C:6]([S:9]([N:31]2[CH2:32][CH2:33][N:28]([CH3:27])[CH2:29][CH2:30]2)(=[O:11])=[O:10])=[CH:5][C:4]=1[C:13]1[NH:14][C:15](=[S:26])[C:16]2[N:21]([CH3:22])[N:20]=[C:19]([CH2:23][CH2:24][CH3:25])[C:17]=2[N:18]=1.